Dataset: Forward reaction prediction with 1.9M reactions from USPTO patents (1976-2016). Task: Predict the product of the given reaction. (1) Given the reactants C([O:3][C:4](=O)[CH:5]([C:7]1[O:11][C:10]([C:12]2[CH:17]=[CH:16][C:15]([C:18]([F:21])([F:20])[F:19])=[CH:14][CH:13]=2)=[N:9][C:8]=1[CH:22]([CH3:24])[CH3:23])[CH3:6])C.[CH:22]([C:8]1[N:9]=[C:10]([C:12]2[CH:17]=[CH:16][C:15]([C:18]([F:21])([F:20])[F:19])=[CH:14][CH:13]=2)[O:11][C:7]=1[CH:5]([CH3:6])[CH2:4][OH:3])([CH3:24])[CH3:23].O1CCCC1.[H-].[Al+3].[Li+].[H-].[H-].[H-].Cl, predict the reaction product. The product is: [CH:22]([C:8]1[N:9]=[C:10]([C:12]2[CH:13]=[CH:14][C:15]([C:18]([F:20])([F:21])[F:19])=[CH:16][CH:17]=2)[O:11][C:7]=1[CH:5]([CH3:6])[CH2:4][OH:3])([CH3:23])[CH3:24]. (2) Given the reactants [CH3:1][CH:2]1[C:11]2[NH:10][C:9](=[O:12])[CH:8]=[CH:7][C:6]=2[CH2:5][N:4]([C:13]([O:15][C:16]([CH3:19])([CH3:18])[CH3:17])=[O:14])[CH2:3]1.N1C=CC=CC=1.[F:26][C:27]([F:40])([F:39])[S:28](O[S:28]([C:27]([F:40])([F:39])[F:26])(=[O:30])=[O:29])(=[O:30])=[O:29], predict the reaction product. The product is: [CH3:1][CH:2]1[C:11]2[N:10]=[C:9]([O:12][S:28]([C:27]([F:40])([F:39])[F:26])(=[O:30])=[O:29])[CH:8]=[CH:7][C:6]=2[CH2:5][N:4]([C:13]([O:15][C:16]([CH3:18])([CH3:17])[CH3:19])=[O:14])[CH2:3]1. (3) Given the reactants [NH2:1][C:2]1[N:3]=[C:4]([Cl:25])[C:5]2[C:10]([CH2:11][CH2:12]O)=[CH:9][N:8]([CH2:14][C:15]3[C:20]([CH3:21])=[C:19]([O:22][CH3:23])[C:18]([CH3:24])=[CH:17][N:16]=3)[C:6]=2[N:7]=1.C[CH2:27][N:28](CC)CC.CS(Cl)(=O)=O.[CH2:38]1[CH2:42]OC[CH2:39]1, predict the reaction product. The product is: [Cl:25][C:4]1[C:5]2[C:10]([CH2:11][CH2:12][NH:28][CH2:27][CH:38]([CH3:39])[CH3:42])=[CH:9][N:8]([CH2:14][C:15]3[C:20]([CH3:21])=[C:19]([O:22][CH3:23])[C:18]([CH3:24])=[CH:17][N:16]=3)[C:6]=2[N:7]=[C:2]([NH2:1])[N:3]=1. (4) Given the reactants C[O:2][C:3](=[O:33])[CH2:4][CH2:5][NH:6][C:7](=[O:32])[C:8]1[CH:13]=[CH:12][C:11]([CH:14]([O:22][C:23]2[CH:28]=[C:27]([CH3:29])[C:26](Br)=[C:25]([CH3:31])[CH:24]=2)[CH2:15][CH2:16][CH2:17][C:18]([F:21])([F:20])[F:19])=[CH:10][CH:9]=1.[CH2:34](B(O)O)[CH3:35], predict the reaction product. The product is: [CH2:34]([C:26]1[C:27]([CH3:29])=[CH:28][C:23]([O:22][CH:14]([C:11]2[CH:12]=[CH:13][C:8]([C:7]([NH:6][CH2:5][CH2:4][C:3]([OH:2])=[O:33])=[O:32])=[CH:9][CH:10]=2)[CH2:15][CH2:16][CH2:17][C:18]([F:21])([F:20])[F:19])=[CH:24][C:25]=1[CH3:31])[CH3:35].